From a dataset of Reaction yield outcomes from USPTO patents with 853,638 reactions. Predict the reaction yield, written as a fraction of the theoretical maximum amount of product (1.0 means a 100% yield; for example, 0.34 means a 34% yield). (1) The reactants are [F:1][C:2]1[CH:10]=[C:9]2[C:5]([C:6]([C:11]3[CH:26]=[CH:25][C:14]4[N:15]=[C:16]([CH2:18][NH:19][S:20]([CH:23]=[CH2:24])(=[O:22])=[O:21])[O:17][C:13]=4[CH:12]=3)=[CH:7][NH:8]2)=[CH:4][CH:3]=1.[CH3:27][NH:28][CH3:29].Cl. The catalyst is CC#N.C1COCC1.O. The product is [CH3:27][N:28]([CH3:29])[CH2:24][CH2:23][S:20]([NH:19][CH2:18][C:16]1[O:17][C:13]2[CH:12]=[C:11]([C:6]3[C:5]4[C:9](=[CH:10][C:2]([F:1])=[CH:3][CH:4]=4)[NH:8][CH:7]=3)[CH:26]=[CH:25][C:14]=2[N:15]=1)(=[O:22])=[O:21]. The yield is 0.120. (2) The reactants are [Cl:1][C:2]1[CH:7]=[CH:6][C:5]([N:8]2[C:12]([CH:13]3[CH2:16][CH2:15][CH2:14]3)=[C:11](C(O)=O)[CH:10]=[N:9]2)=[CH:4][CH:3]=1.C(Cl)(=O)C(Cl)=O.C[N:27](C=O)C.[N-]=[N+]=[N-].[Na+]. The catalyst is C(Cl)Cl.O.[Cl-].[Na+].O.CCOC(C)=O. The product is [Cl:1][C:2]1[CH:7]=[CH:6][C:5]([N:8]2[C:12]([CH:13]3[CH2:16][CH2:15][CH2:14]3)=[C:11]([NH2:27])[CH:10]=[N:9]2)=[CH:4][CH:3]=1. The yield is 0.810.